This data is from Reaction yield outcomes from USPTO patents with 853,638 reactions. The task is: Predict the reaction yield, written as a fraction of the theoretical maximum amount of product (1.0 means a 100% yield; for example, 0.34 means a 34% yield). The reactants are Br[C:2]1[CH:3]=[CH:4][N:5]=[C:6]2[C:11]=1[N:10]=[C:9]([O:12][CH3:13])[CH:8]=[CH:7]2.COC1[N:17]=[C:18]2[C:23](=[CH:24][CH:25]=1)[N:22]=[CH:21][CH:20]=[C:19]2O.P(Br)(Br)Br.C[N:32](C=O)C. No catalyst specified. The product is [CH3:13][O:12][C:9]1[N:10]=[C:11]2[C:6](=[CH:7][CH:8]=1)[N:5]=[CH:4][CH:3]=[C:2]2[N:22]1[CH:21]=[C:20]2[C:25]([CH2:24][CH2:23][CH:18]([NH2:17])[CH2:19]2)=[N:32]1. The yield is 0.750.